Dataset: NCI-60 drug combinations with 297,098 pairs across 59 cell lines. Task: Regression. Given two drug SMILES strings and cell line genomic features, predict the synergy score measuring deviation from expected non-interaction effect. (1) Drug 1: C1CCN(CC1)CCOC2=CC=C(C=C2)C(=O)C3=C(SC4=C3C=CC(=C4)O)C5=CC=C(C=C5)O. Drug 2: CC1C(C(CC(O1)OC2CC(OC(C2O)C)OC3=CC4=CC5=C(C(=O)C(C(C5)C(C(=O)C(C(C)O)O)OC)OC6CC(C(C(O6)C)O)OC7CC(C(C(O7)C)O)OC8CC(C(C(O8)C)O)(C)O)C(=C4C(=C3C)O)O)O)O. Cell line: HCT116. Synergy scores: CSS=51.0, Synergy_ZIP=15.1, Synergy_Bliss=16.1, Synergy_Loewe=-3.37, Synergy_HSA=14.7. (2) Drug 1: CS(=O)(=O)C1=CC(=C(C=C1)C(=O)NC2=CC(=C(C=C2)Cl)C3=CC=CC=N3)Cl. Drug 2: CCC1=C2CN3C(=CC4=C(C3=O)COC(=O)C4(CC)O)C2=NC5=C1C=C(C=C5)O. Cell line: CCRF-CEM. Synergy scores: CSS=68.4, Synergy_ZIP=3.37, Synergy_Bliss=3.41, Synergy_Loewe=-10.3, Synergy_HSA=3.82. (3) Drug 1: CC(C)CN1C=NC2=C1C3=CC=CC=C3N=C2N. Drug 2: C1C(C(OC1N2C=NC(=NC2=O)N)CO)O. Cell line: MOLT-4. Synergy scores: CSS=37.8, Synergy_ZIP=5.57, Synergy_Bliss=-0.187, Synergy_Loewe=-8.07, Synergy_HSA=-0.0600. (4) Drug 1: CC1CCC2CC(C(=CC=CC=CC(CC(C(=O)C(C(C(=CC(C(=O)CC(OC(=O)C3CCCCN3C(=O)C(=O)C1(O2)O)C(C)CC4CCC(C(C4)OC)O)C)C)O)OC)C)C)C)OC. Drug 2: C1CN(P(=O)(OC1)NCCCl)CCCl. Cell line: OVCAR-4. Synergy scores: CSS=16.3, Synergy_ZIP=-5.51, Synergy_Bliss=1.25, Synergy_Loewe=1.64, Synergy_HSA=1.75. (5) Drug 1: CS(=O)(=O)C1=CC(=C(C=C1)C(=O)NC2=CC(=C(C=C2)Cl)C3=CC=CC=N3)Cl. Drug 2: C1C(C(OC1N2C=C(C(=O)NC2=O)F)CO)O. Cell line: SNB-75. Synergy scores: CSS=38.0, Synergy_ZIP=-3.95, Synergy_Bliss=-1.70, Synergy_Loewe=-47.7, Synergy_HSA=-3.20.